From a dataset of Reaction yield outcomes from USPTO patents with 853,638 reactions. Predict the reaction yield, written as a fraction of the theoretical maximum amount of product (1.0 means a 100% yield; for example, 0.34 means a 34% yield). (1) The reactants are [Cl:1][C:2]1([C:22]([O:24]CC)=[O:23])[CH:7]=[CH:6][C:5]([N:8]([C:12]2[CH:17]=[CH:16][CH:15]=[CH:14][C:13]=2[C:18]([F:21])([F:20])[F:19])[C:9](=[O:11])[NH2:10])=[CH:4][CH2:3]1.[OH-].[K+]. The catalyst is CO. The product is [Cl:1][C:2]1([C:22]([OH:24])=[O:23])[CH:3]=[CH:4][C:5]([N:8]([C:12]2[CH:17]=[CH:16][CH:15]=[CH:14][C:13]=2[C:18]([F:21])([F:19])[F:20])[C:9](=[O:11])[NH2:10])=[CH:6][CH2:7]1. The yield is 0.920. (2) The reactants are Br[C:2]1[CH:3]=[N:4][C:5]2[C:10]([CH:11]=1)=[CH:9][CH:8]=[C:7]([O:12][CH3:13])[CH:6]=2.[CH3:14][O:15][C:16]1[CH:17]=[C:18](OB(O)O)[CH:19]=[CH:20][CH:21]=1. The product is [CH3:13][O:12][C:7]1[CH:6]=[C:5]2[C:10]([CH:11]=[C:2]([C:20]3[CH:19]=[CH:18][CH:17]=[C:16]([O:15][CH3:14])[CH:21]=3)[CH:3]=[N:4]2)=[CH:9][CH:8]=1. The yield is 0.760. No catalyst specified. (3) The reactants are OC[C:3]([CH3:7])([CH2:5]O)C.O.[CH3:9][C:10]([CH3:12])=O.[CH3:13][CH:14](O)[CH3:15]. The catalyst is CC([O-])=O.CC([O-])=O.[Pd+2]. The product is [CH3:9][CH2:10][CH2:12][CH2:13][CH2:14][CH2:15][CH2:5][CH2:3][CH3:7]. The yield is 0.600.